The task is: Regression. Given two drug SMILES strings and cell line genomic features, predict the synergy score measuring deviation from expected non-interaction effect.. This data is from NCI-60 drug combinations with 297,098 pairs across 59 cell lines. Drug 1: CNC(=O)C1=CC=CC=C1SC2=CC3=C(C=C2)C(=NN3)C=CC4=CC=CC=N4. Drug 2: C1C(C(OC1N2C=NC(=NC2=O)N)CO)O. Cell line: SK-OV-3. Synergy scores: CSS=1.29, Synergy_ZIP=1.82, Synergy_Bliss=3.49, Synergy_Loewe=1.57, Synergy_HSA=1.27.